This data is from NCI-60 drug combinations with 297,098 pairs across 59 cell lines. The task is: Regression. Given two drug SMILES strings and cell line genomic features, predict the synergy score measuring deviation from expected non-interaction effect. Drug 1: CC12CCC3C(C1CCC2=O)CC(=C)C4=CC(=O)C=CC34C. Drug 2: CC1CCC2CC(C(=CC=CC=CC(CC(C(=O)C(C(C(=CC(C(=O)CC(OC(=O)C3CCCCN3C(=O)C(=O)C1(O2)O)C(C)CC4CCC(C(C4)OC)O)C)C)O)OC)C)C)C)OC. Cell line: 786-0. Synergy scores: CSS=32.7, Synergy_ZIP=-0.604, Synergy_Bliss=-2.72, Synergy_Loewe=-2.82, Synergy_HSA=-2.02.